Task: Binary Classification. Given a T-cell receptor sequence (or CDR3 region) and an epitope sequence, predict whether binding occurs between them.. Dataset: TCR-epitope binding with 47,182 pairs between 192 epitopes and 23,139 TCRs (1) The epitope is SGPLKAEIAQRLED. The TCR CDR3 sequence is CASSLPGLVETQYF. Result: 0 (the TCR does not bind to the epitope). (2) The TCR CDR3 sequence is CASSSTWQDEQYF. Result: 1 (the TCR binds to the epitope). The epitope is LEPLVDLPI. (3) The epitope is NLWNTFTRL. The TCR CDR3 sequence is CASSLTGETQYF. Result: 0 (the TCR does not bind to the epitope).